Dataset: Catalyst prediction with 721,799 reactions and 888 catalyst types from USPTO. Task: Predict which catalyst facilitates the given reaction. Reactant: [CH2:1]([O:3][CH2:4][C:5]([Cl:7])=[O:6])[CH3:2].[NH2:8][C:9]1[CH:10]=[N:11][C:12]2[C:17]([C:18]=1[NH:19][CH2:20][C:21]1([C:27]([O:29][CH2:30][CH3:31])=[O:28])[CH2:26][CH2:25][CH2:24][CH2:23][CH2:22]1)=[CH:16][CH:15]=[CH:14][CH:13]=2. Product: [ClH:7].[CH2:1]([O:3][CH2:4][C:5]([NH:8][C:9]1[CH:10]=[N:11][C:12]2[C:17]([C:18]=1[NH:19][CH2:20][C:21]1([C:27]([O:29][CH2:30][CH3:31])=[O:28])[CH2:26][CH2:25][CH2:24][CH2:23][CH2:22]1)=[CH:16][CH:15]=[CH:14][CH:13]=2)=[O:6])[CH3:2]. The catalyst class is: 10.